From a dataset of Volume of distribution at steady state (VDss) regression data from Lombardo et al.. Regression/Classification. Given a drug SMILES string, predict its absorption, distribution, metabolism, or excretion properties. Task type varies by dataset: regression for continuous measurements (e.g., permeability, clearance, half-life) or binary classification for categorical outcomes (e.g., BBB penetration, CYP inhibition). For this dataset (vdss_lombardo), we predict log10(VDss) (log10 of volume of distribution in L/kg). (1) The molecule is CCC(C)N(C)C(=O)c1cc2ccccc2c(-c2ccccc2Cl)n1. The log10(VDss) is 0.230. (2) The molecule is N[NH+]=c1[nH]ncc2ccccc12. The log10(VDss) is 0.180.